This data is from Full USPTO retrosynthesis dataset with 1.9M reactions from patents (1976-2016). The task is: Predict the reactants needed to synthesize the given product. (1) Given the product [CH3:1][O:2][C:3]1[C:23]([O:24][CH3:25])=[CH:22][C:6]2[C:7]3[N:12]([CH:13]([CH3:15])[CH2:14][C:5]=2[CH:4]=1)[CH:11]=[C:10]([C:16]([OH:18])=[O:17])[C:9](=[O:21])[CH:8]=3, predict the reactants needed to synthesize it. The reactants are: [CH3:1][O:2][C:3]1[C:23]([O:24][CH3:25])=[CH:22][C:6]2[C:7]3[N:12]([CH:13]([CH3:15])[CH2:14][C:5]=2[CH:4]=1)[CH:11]=[C:10]([C:16]([O:18]CC)=[O:17])[C:9](=[O:21])[CH:8]=3.O.[OH-].[Li+].Cl. (2) Given the product [Br:50][CH2:42][C:29]1[CH:28]=[CH:27][C:26]([Cl:25])=[CH:31][C:30]=1[C:32]1[CH:33]=[CH:34][C:35]([C:38]([O:40][CH3:41])=[O:39])=[N:36][CH:37]=1, predict the reactants needed to synthesize it. The reactants are: C(OOC(=O)C1C=CC=CC=1)(=O)C1C=CC=CC=1.C1C=CC=CC=1.[Cl:25][C:26]1[CH:27]=[CH:28][C:29]([CH3:42])=[C:30]([C:32]2[CH:33]=[CH:34][C:35]([C:38]([O:40][CH3:41])=[O:39])=[N:36][CH:37]=2)[CH:31]=1.C1C(=O)N([Br:50])C(=O)C1. (3) Given the product [CH3:1][C:2]1[CH:3]=[C:4]([N+:18]([O-:20])=[O:19])[CH:5]=[C:6]([CH3:17])[C:7]=1[O:8][C:9]1[CH:10]=[CH:11][C:12]([OH:15])=[CH:13][CH:14]=1, predict the reactants needed to synthesize it. The reactants are: [CH3:1][C:2]1[CH:3]=[C:4]([N+:18]([O-:20])=[O:19])[CH:5]=[C:6]([CH3:17])[C:7]=1[O:8][C:9]1[CH:14]=[CH:13][C:12]([O:15]C)=[CH:11][CH:10]=1.C(O)(=O)C.Br. (4) Given the product [CH2:26]([O:25][CH2:2][C@:3]1([OH:1])[CH2:8][CH2:7][CH2:6][CH2:5][C@H:4]1[N:9]1[C:13]([C:14]2[CH:15]=[CH:16][CH:17]=[CH:18][CH:19]=2)=[C:12]([C:20]([OH:22])=[O:21])[N:11]=[CH:10]1)[CH3:27], predict the reactants needed to synthesize it. The reactants are: [O:1]1[C@:3]2([CH2:8][CH2:7][CH2:6][CH2:5][C@H:4]2[N:9]2[C:13]([C:14]3[CH:19]=[CH:18][CH:17]=[CH:16][CH:15]=3)=[C:12]([C:20]([O:22]CC)=[O:21])[N:11]=[CH:10]2)[CH2:2]1.[O-:25][CH2:26][CH3:27].[Na+].[OH-].[Na+].Cl. (5) Given the product [ClH:23].[NH2:11][C:8]1[CH:9]=[C:10]2[C:5](=[CH:6][CH:7]=1)[NH:4][C:3]([C:14]([N:16]1[CH2:21][CH2:20][N:19]([CH3:22])[CH2:18][CH2:17]1)=[O:15])=[C:2]2[CH3:1], predict the reactants needed to synthesize it. The reactants are: [CH3:1][C:2]1[C:10]2[C:5](=[CH:6][CH:7]=[C:8]([N+:11]([O-])=O)[CH:9]=2)[NH:4][C:3]=1[C:14]([N:16]1[CH2:21][CH2:20][N:19]([CH3:22])[CH2:18][CH2:17]1)=[O:15].[ClH:23]. (6) Given the product [OH:36][CH2:35][C@H:33]([NH:32][C:28]([C:26]1[NH:27][C:23]([C:8]2[CH:9]=[C:10]([O:12][Si:13]([CH:14]([CH3:16])[CH3:15])([CH:17]([CH3:18])[CH3:19])[CH:20]([CH3:21])[CH3:22])[CH:11]=[C:6]([O:5][C@@H:4]([CH3:31])[CH2:3][O:2][CH3:1])[CH:7]=2)=[CH:24][CH:25]=1)=[O:29])[CH3:34], predict the reactants needed to synthesize it. The reactants are: [CH3:1][O:2][CH2:3][C@H:4]([CH3:31])[O:5][C:6]1[CH:7]=[C:8]([C:23]2[NH:27][C:26]([C:28](O)=[O:29])=[CH:25][CH:24]=2)[CH:9]=[C:10]([O:12][Si:13]([CH:20]([CH3:22])[CH3:21])([CH:17]([CH3:19])[CH3:18])[CH:14]([CH3:16])[CH3:15])[CH:11]=1.[NH2:32][C@@H:33]([CH2:35][OH:36])[CH3:34].[Cl-].COC1N=C(OC)N=C([N+]2(C)CCOCC2)N=1. (7) Given the product [F:58][C:36]([F:35])([F:59])[C:37]([NH:39][C@H:40]1[CH:46]([CH2:47][OH:48])[CH2:45][CH2:44][N:43]([C:49]2[N:50]([CH3:57])[N:51]=[CH:52][C:53]=2[N+:54]([O-:56])=[O:55])[CH2:42][CH2:41]1)=[O:38], predict the reactants needed to synthesize it. The reactants are: NC1SC(C2C(F)=CC=CC=2F)=NC=1C(NC1C=NN(C)C=1N1CCC(C(F)F)C(N)CC1)=O.[F:35][C:36]([F:59])([F:58])[C:37]([NH:39][C@H:40]1[CH:46]([CH:47]=[O:48])[CH2:45][CH2:44][N:43]([C:49]2[N:50]([CH3:57])[N:51]=[CH:52][C:53]=2[N+:54]([O-:56])=[O:55])[CH2:42][CH2:41]1)=[O:38].[BH4-].[Na+]. (8) Given the product [CH3:1][N:2]1[CH2:7][CH2:6][N:5]([C:8]2[N:13]=[CH:12][C:11]([NH:14][C:30]([C:23]3[C:24]4[N:25]=[CH:26][CH:27]=[N:28][C:29]=4[C:20]([C:18]4[C:17]5[CH:33]=[CH:34][CH:35]=[CH:36][C:16]=5[S:15][CH:19]=4)=[CH:21][CH:22]=3)=[O:31])=[CH:10][CH:9]=2)[CH2:4][CH2:3]1, predict the reactants needed to synthesize it. The reactants are: [CH3:1][N:2]1[CH2:7][CH2:6][N:5]([C:8]2[N:13]=[CH:12][C:11]([NH2:14])=[CH:10][CH:9]=2)[CH2:4][CH2:3]1.[S:15]1[CH:19]=[C:18]([C:20]2[C:29]3[N:28]=[CH:27][CH:26]=[N:25][C:24]=3[C:23]([C:30](O)=[O:31])=[CH:22][CH:21]=2)[C:17]2[CH:33]=[CH:34][CH:35]=[CH:36][C:16]1=2.